This data is from Forward reaction prediction with 1.9M reactions from USPTO patents (1976-2016). The task is: Predict the product of the given reaction. (1) Given the reactants [C:1]([O:5][C:6]([NH:8][CH2:9][CH2:10][O:11][C:12]1[CH:17]=[CH:16][C:15]([CH2:18][CH:19](O)[C:20]([O:22][CH3:23])=[O:21])=[CH:14][CH:13]=1)=[O:7])([CH3:4])([CH3:3])[CH3:2].[SH:25][C:26]1[O:27][C:28]2[CH:34]=[CH:33][CH:32]=[CH:31][C:29]=2[N:30]=1.C(P(CCCC)CCCC)CCC.N(C(N1CCCCC1)=O)=NC(N1CCCCC1)=O, predict the reaction product. The product is: [O:27]1[C:28]2[CH:34]=[CH:33][CH:32]=[CH:31][C:29]=2[N:30]=[C:26]1[S:25][CH:19]([CH2:18][C:15]1[CH:16]=[CH:17][C:12]([O:11][CH2:10][CH2:9][NH:8][C:6]([O:5][C:1]([CH3:4])([CH3:3])[CH3:2])=[O:7])=[CH:13][CH:14]=1)[C:20]([O:22][CH3:23])=[O:21]. (2) Given the reactants Br[C:2]1[CH:10]=[CH:9][CH:8]=[C:7]2[C:3]=1[CH2:4][N:5]([CH:12]([CH2:20][CH2:21][C:22](=[O:24])[NH2:23])[C:13]([O:15][C:16]([CH3:19])([CH3:18])[CH3:17])=[O:14])[C:6]2=[O:11].CCOC(C)=O.C([O-])(O)=O.[Na+].[CH3:36][N:37](C=O)C, predict the reaction product. The product is: [C:36]([C:2]1[CH:10]=[CH:9][CH:8]=[C:7]2[C:3]=1[CH2:4][N:5]([CH:12]([CH2:20][CH2:21][C:22](=[O:24])[NH2:23])[C:13]([O:15][C:16]([CH3:19])([CH3:18])[CH3:17])=[O:14])[C:6]2=[O:11])#[N:37]. (3) Given the reactants [CH2:1]([C:3]1[C:10]([OH:11])=[CH:9][CH:8]=[C:7]([CH2:12][CH3:13])[C:4]=1[CH:5]=[O:6])[CH3:2].C(=O)([O-])[O-].[Cs+].[Cs+].[CH2:20](Br)[C:21]1[CH:26]=[CH:25][CH:24]=[CH:23][CH:22]=1, predict the reaction product. The product is: [CH2:20]([O:11][C:10]1[C:3]([CH2:1][CH3:2])=[C:4]([C:7]([CH2:12][CH3:13])=[CH:8][CH:9]=1)[CH:5]=[O:6])[C:21]1[CH:26]=[CH:25][CH:24]=[CH:23][CH:22]=1. (4) Given the reactants [Cl:1][C:2]1[CH:3]=[CH:4][C:5]([C:20]#[N:21])=[C:6]([C:8]2[CH:13]=[CH:12][N:11]([CH:14]([CH3:18])[C:15]([OH:17])=O)[C:10](=[O:19])[CH:9]=2)[CH:7]=1.[NH2:22][C:23]1[CH:32]=[CH:31][C:26]([C:27]([O:29][CH3:30])=[O:28])=[C:25]([F:33])[CH:24]=1, predict the reaction product. The product is: [Cl:1][C:2]1[CH:3]=[CH:4][C:5]([C:20]#[N:21])=[C:6]([C:8]2[CH:13]=[CH:12][N:11]([CH:14]([CH3:18])[C:15]([NH:22][C:23]3[CH:32]=[CH:31][C:26]([C:27]([O:29][CH3:30])=[O:28])=[C:25]([F:33])[CH:24]=3)=[O:17])[C:10](=[O:19])[CH:9]=2)[CH:7]=1. (5) Given the reactants [CH:1]12[CH2:10]C3CC(CC(C3)[CH:2]1OCC1C(Cl)=CC(C(NS(C)(=O)=O)=O)=C(F)C=1)C2.Cl[C:29]1[C:30]([O:43][CH2:44][C:45]23[CH2:54][CH:49]4[CH2:50][CH:51]([CH2:53][CH:47]([C:48]4([F:56])[F:55])[CH2:46]2)[CH2:52]3)=[CH:31][C:32]([F:42])=[C:33]([CH:41]=1)[C:34]([NH:36][S:37]([CH3:40])(=[O:39])=[O:38])=[O:35], predict the reaction product. The product is: [CH:10]1([C:29]2[C:30]([O:43][CH2:44][C:45]34[CH2:46][CH:47]5[CH2:53][CH:51]([CH2:50][CH:49]([C:48]5([F:55])[F:56])[CH2:54]3)[CH2:52]4)=[CH:31][C:32]([F:42])=[C:33]([CH:41]=2)[C:34]([NH:36][S:37]([CH3:40])(=[O:38])=[O:39])=[O:35])[CH2:1][CH2:2]1. (6) Given the reactants C(OC(=O)[N:7]([CH2:27][C:28]1[CH:33]=[CH:32][CH:31]=[CH:30][CH:29]=1)[CH2:8][CH2:9][C:10]1[CH:15]=[CH:14][C:13]([S:16]([C:19]2[CH:24]=[CH:23][C:22]([O:25][CH3:26])=[CH:21][CH:20]=2)(=[O:18])=[O:17])=[CH:12][CH:11]=1)(C)(C)C.Cl, predict the reaction product. The product is: [CH2:27]([NH:7][CH2:8][CH2:9][C:10]1[CH:15]=[CH:14][C:13]([S:16]([C:19]2[CH:24]=[CH:23][C:22]([O:25][CH3:26])=[CH:21][CH:20]=2)(=[O:18])=[O:17])=[CH:12][CH:11]=1)[C:28]1[CH:33]=[CH:32][CH:31]=[CH:30][CH:29]=1. (7) The product is: [CH2:29]([NH:25][C:18]([O:1][CH2:2][C:3]1[S:7][C:6]([C:8]([O:10][CH3:11])=[O:9])=[C:5]([C:12]2[CH:17]=[CH:16][CH:15]=[CH:14][CH:13]=2)[CH:4]=1)=[O:19])[C:28]1[CH:35]=[CH:36][CH:31]=[CH:32][CH:33]=1. Given the reactants [OH:1][CH2:2][C:3]1[S:7][C:6]([C:8]([O:10][CH3:11])=[O:9])=[C:5]([C:12]2[CH:17]=[CH:16][CH:15]=[CH:14][CH:13]=2)[CH:4]=1.[C:18]([N:25]1[CH:29]=[CH:28]N=C1)(N1C=CN=C1)=[O:19].C(N)[C:31]1[CH:36]=[CH:35]C=[CH:33][CH:32]=1.N12CCCN=C1CCCCC2, predict the reaction product. (8) The product is: [CH2:1]([O:8][C@H:9]1[C@H:15]([O:16][CH2:17][C:18]2[CH:19]=[CH:20][CH:21]=[CH:22][CH:23]=2)[C@@H:14]([O:24][CH2:25][C:26]2[CH:31]=[CH:30][CH:29]=[CH:28][CH:27]=2)[C@:13]2([C:33]3[CH:38]=[CH:37][C:36]([Cl:39])=[C:35]([CH2:40][C:41]4[CH:42]=[CH:43][C:44]([O:47][CH2:48][CH3:49])=[CH:45][CH:46]=4)[CH:34]=3)[O:32][C@@:10]1([C:50]([OH:53])=[O:51])[CH2:11][O:12]2)[C:2]1[CH:7]=[CH:6][CH:5]=[CH:4][CH:3]=1. Given the reactants [CH2:1]([O:8][C@H:9]1[C@H:15]([O:16][CH2:17][C:18]2[CH:23]=[CH:22][CH:21]=[CH:20][CH:19]=2)[C@@H:14]([O:24][CH2:25][C:26]2[CH:31]=[CH:30][CH:29]=[CH:28][CH:27]=2)[C@:13]2([C:33]3[CH:38]=[CH:37][C:36]([Cl:39])=[C:35]([CH2:40][C:41]4[CH:46]=[CH:45][C:44]([O:47][CH2:48][CH3:49])=[CH:43][CH:42]=4)[CH:34]=3)[O:32][C@@:10]1([CH2:50][OH:51])[CH2:11][O:12]2)[C:2]1[CH:7]=[CH:6][CH:5]=[CH:4][CH:3]=1.C(=O)(O)[O-:53].[Na+].[Br-].[K+].Cl[O-].[Na+].Cl, predict the reaction product.